This data is from Full USPTO retrosynthesis dataset with 1.9M reactions from patents (1976-2016). The task is: Predict the reactants needed to synthesize the given product. Given the product [C:13]([O:16][CH2:17][CH2:18][O:19][CH2:2][C:3]1[CH:10]=[C:9]([Cl:11])[CH:8]=[C:7]([Cl:12])[C:4]=1[C:5]#[N:6])(=[O:15])[CH3:14], predict the reactants needed to synthesize it. The reactants are: Br[CH2:2][C:3]1[CH:10]=[C:9]([Cl:11])[CH:8]=[C:7]([Cl:12])[C:4]=1[C:5]#[N:6].[C:13]([O:16][CH2:17][CH2:18][OH:19])(=[O:15])[CH3:14].[H-].[Na+].Cl.